This data is from Reaction yield outcomes from USPTO patents with 853,638 reactions. The task is: Predict the reaction yield, written as a fraction of the theoretical maximum amount of product (1.0 means a 100% yield; for example, 0.34 means a 34% yield). (1) The reactants are Cl[CH2:2][C:3]1[CH:10]=[CH:9][C:6]([CH2:7][OH:8])=[CH:5][CH:4]=1.[OH:11][C:12]1[CH:17]=[CH:16][CH:15]=[CH:14][N:13]=1.C(=O)([O-])[O-].[K+].[K+]. The catalyst is CC(C)=O. The product is [OH:8][CH2:7][C:6]1[CH:9]=[CH:10][C:3]([CH2:2][N:13]2[CH:14]=[CH:15][CH:16]=[CH:17][C:12]2=[O:11])=[CH:4][CH:5]=1. The yield is 0.790. (2) The reactants are C(O[BH-](OC(=O)C)OC(=O)C)(=O)C.[Na+].[CH3:15][C:16]1[CH:17]=[C:18]([S:22]([N:25]([CH:27]2[CH2:31][CH2:30][C:29](=O)[CH2:28]2)[CH3:26])(=[O:24])=[O:23])[CH:19]=[CH:20][CH:21]=1.[F:33][C:34]([F:42])([F:41])[CH:35]1[CH2:40][CH2:39][NH:38][CH2:37][CH2:36]1.[OH-].[Na+]. The catalyst is ClCCCl. The product is [CH3:15][C:16]1[CH:17]=[C:18]([S:22]([N:25]([CH3:26])[C@H:27]2[CH2:31][CH2:30][C@@H:29]([N:38]3[CH2:39][CH2:40][CH:35]([C:34]([F:42])([F:41])[F:33])[CH2:36][CH2:37]3)[CH2:28]2)(=[O:24])=[O:23])[CH:19]=[CH:20][CH:21]=1. The yield is 0.220. (3) The reactants are C([N:8]1[CH2:13][CH2:12][O:11][CH:10]([CH2:14][OH:15])[CH2:9]1)C1C=CC=CC=1.[CH3:28][C:27]([O:26][C:24](O[C:24]([O:26][C:27]([CH3:30])([CH3:29])[CH3:28])=[O:25])=[O:25])([CH3:30])[CH3:29]. The catalyst is CO.[Pd]. The product is [C:27]([O:26][C:24]([N:8]1[CH2:13][CH2:12][O:11][CH:10]([CH2:14][OH:15])[CH2:9]1)=[O:25])([CH3:28])([CH3:29])[CH3:30]. The yield is 0.990. (4) The product is [NH2:1][C:2]1[N:3]=[CH:4][C:5]2[CH2:11][N:10]([C:12]3[CH:13]=[C:14]([CH:18]=[CH:19][CH:20]=3)[C:15]([NH:66][C:65]3[CH:64]=[CH:63][C:62]([O:61][CH:58]4[CH2:59][CH2:60][N:55]([CH3:54])[CH2:56][CH2:57]4)=[CH:68][CH:67]=3)=[O:16])[CH2:9][CH2:8][C:6]=2[N:7]=1. The catalyst is CN(C=O)C. The reactants are [NH2:1][C:2]1[N:3]=[CH:4][C:5]2[CH2:11][N:10]([C:12]3[CH:13]=[C:14]([CH:18]=[CH:19][CH:20]=3)[C:15](O)=[O:16])[CH2:9][CH2:8][C:6]=2[N:7]=1.C(N(CC)C(C)C)(C)C.CN(C(ON1N=NC2C=CC=CC1=2)=[N+](C)C)C.F[P-](F)(F)(F)(F)F.[CH3:54][N:55]1[CH2:60][CH2:59][CH:58]([O:61][C:62]2[CH:68]=[CH:67][C:65]([NH2:66])=[CH:64][CH:63]=2)[CH2:57][CH2:56]1. The yield is 0.700. (5) The reactants are Br[C:2]1[CH:3]=[C:4]([NH:9][S:10]([C:13]2[CH:18]=[CH:17][C:16]([F:19])=[CH:15][CH:14]=2)(=[O:12])=[O:11])[C:5]([Cl:8])=[N:6][CH:7]=1.B1(B2OC(C)(C)C(C)(C)O2)OC(C)(C)C(C)(C)O1.C([O-])(=O)C.[K+].Br[C:44]1[CH:56]=[CH:55][C:47]2[NH:48][C:49]([NH:51][C:52](=[O:54])[CH3:53])=[N:50][C:46]=2[CH:45]=1.C(=O)([O-])[O-].[Na+].[Na+]. The catalyst is C1C=CC(P(C2C=CC=CC=2)[C-]2C=CC=C2)=CC=1.C1C=CC(P(C2C=CC=CC=2)[C-]2C=CC=C2)=CC=1.Cl[Pd]Cl.[Fe+2].CN(C=O)C.O1CCOCC1. The product is [Cl:8][C:5]1[N:6]=[CH:7][C:2]([C:56]2[CH:44]=[CH:45][C:46]3[NH:50][C:49]([NH:51][C:52](=[O:54])[CH3:53])=[N:48][C:47]=3[CH:55]=2)=[CH:3][C:4]=1[NH:9][S:10]([C:13]1[CH:18]=[CH:17][C:16]([F:19])=[CH:15][CH:14]=1)(=[O:12])=[O:11]. The yield is 0.150. (6) The reactants are Cl[C:2]1[NH:3][C:4]([C:12]2[CH:17]=[CH:16][CH:15]=[CH:14][CH:13]=2)=[CH:5][C:6]=1[C:7]([O:9][CH2:10][CH3:11])=[O:8]. The catalyst is C(O)C.[C].[Pd]. The product is [C:12]1([C:4]2[NH:3][CH:2]=[C:6]([C:7]([O:9][CH2:10][CH3:11])=[O:8])[CH:5]=2)[CH:13]=[CH:14][CH:15]=[CH:16][CH:17]=1. The yield is 0.620. (7) No catalyst specified. The yield is 0.860. The reactants are [Cl:1][C:2]1[CH:3]=[C:4]2[C:12](=[C:13]([NH:15][C:16]([C@H:18]3[N:23]([CH2:24][C:25](O)=[O:26])[CH2:22][C:21]([CH3:29])([CH3:28])[O:20][CH2:19]3)=[O:17])[CH:14]=1)[NH:11][C:10]1[CH:9]=[N:8][CH:7]=[CH:6][C:5]2=1.[NH:30]1[CH2:35][CH2:34][O:33][CH2:32][CH2:31]1. The product is [Cl:1][C:2]1[CH:3]=[C:4]2[C:12](=[C:13]([NH:15][C:16]([C@@H:18]3[CH2:19][O:20][C:21]([CH3:29])([CH3:28])[CH2:22][N:23]3[CH2:24][C:25]([N:30]3[CH2:35][CH2:34][O:33][CH2:32][CH2:31]3)=[O:26])=[O:17])[CH:14]=1)[NH:11][C:10]1[CH:9]=[N:8][CH:7]=[CH:6][C:5]2=1. (8) The reactants are C([Li])CCC.Br[C:7]1[S:8][CH:9]=[C:10]([Br:12])[N:11]=1.[O:13]=[C:14]1[CH2:17][N:16]([C:18]([O:20][C:21]([CH3:24])([CH3:23])[CH3:22])=[O:19])[CH2:15]1.[Cl-].[NH4+]. The catalyst is O1CCCC1. The product is [Br:12][C:10]1[N:11]=[C:7]([C:14]2([OH:13])[CH2:15][N:16]([C:18]([O:20][C:21]([CH3:23])([CH3:22])[CH3:24])=[O:19])[CH2:17]2)[S:8][CH:9]=1. The yield is 0.320. (9) The reactants are [CH2:1]([C:15]1[CH:21]=[CH:20][C:18]([NH2:19])=[CH:17][CH:16]=1)[CH2:2][CH2:3][CH2:4][CH2:5][CH2:6][CH2:7][CH2:8][CH2:9][CH2:10][CH2:11][CH2:12][CH2:13][CH3:14].O.[N:23]([O-])=O.[Na+].[CH2:27]([CH:29]([CH2:40][CH2:41][CH2:42][CH3:43])[CH2:30][N:31]1[C:36]([OH:37])=[CH:35][C:34]([CH3:38])=[CH:33][C:32]1=[O:39])[CH3:28]. The catalyst is Cl. The product is [CH2:27]([CH:29]([CH2:40][CH2:41][CH2:42][CH3:43])[CH2:30][N:31]1[C:36]([OH:37])=[C:35](/[N:23]=[N:19]/[C:18]2[CH:17]=[CH:16][C:15]([CH2:1][CH2:2][CH2:3][CH2:4][CH2:5][CH2:6][CH2:7][CH2:8][CH2:9][CH2:10][CH2:11][CH2:12][CH2:13][CH3:14])=[CH:21][CH:20]=2)[C:34]([CH3:38])=[CH:33][C:32]1=[O:39])[CH3:28]. The yield is 0.830.